This data is from Catalyst prediction with 721,799 reactions and 888 catalyst types from USPTO. The task is: Predict which catalyst facilitates the given reaction. (1) Reactant: C(O[CH:4]=[C:5]([C:9](=O)[CH3:10])[C:6](=[O:8])[CH3:7])C.[F:12][C:13]([F:18])([F:17])[CH2:14][NH:15][NH2:16].Cl. Product: [CH3:10][C:9]1[N:15]([CH2:14][C:13]([F:18])([F:17])[F:12])[N:16]=[CH:4][C:5]=1[C:6](=[O:8])[CH3:7]. The catalyst class is: 5. (2) Reactant: [N:1]1[CH:6]=[CH:5][CH:4]=[CH:3][C:2]=1[C:7]1[CH:8]=[N:9][NH:10][C:11]=1[NH2:12].O=[C:14]([C:20]1[CH:25]=[CH:24][C:23]([CH3:26])=[CH:22][CH:21]=1)[CH2:15][C:16](OC)=[O:17]. Product: [N:1]1[CH:6]=[CH:5][CH:4]=[CH:3][C:2]=1[C:7]1[CH:8]=[N:9][N:10]2[C:16](=[O:17])[CH:15]=[C:14]([C:20]3[CH:21]=[CH:22][C:23]([CH3:26])=[CH:24][CH:25]=3)[NH:12][C:11]=12. The catalyst class is: 15. (3) Reactant: [C:1]([O:5][C:6](=[O:20])[C@H:7]([O:16][C:17](=[O:19])[CH3:18])[C@@H:8]([O:12][C:13](=[O:15])[CH3:14])[C:9]([OH:11])=O)([CH3:4])([CH3:3])[CH3:2].[C:21]([C:25]1[CH:34]=[CH:33][C:28]([NH:29][CH2:30][CH2:31][Cl:32])=[CH:27][CH:26]=1)([CH3:24])([CH3:23])[CH3:22].Cl.C(N=C=NCCCN(C)C)C.O. Product: [C:17]([O:16][C@H:7]([C@@H:8]([O:12][C:13](=[O:15])[CH3:14])[C:9]([N:29]([CH2:30][CH2:31][Cl:32])[C:28]1[CH:27]=[CH:26][C:25]([C:21]([CH3:24])([CH3:22])[CH3:23])=[CH:34][CH:33]=1)=[O:11])[C:6]([O:5][C:1]([CH3:2])([CH3:3])[CH3:4])=[O:20])(=[O:19])[CH3:18]. The catalyst class is: 2. (4) Reactant: [NH2:1][C@H:2]([CH3:35])[C:3]([C:20]1[CH:25]=[C:24]([C:26]([CH3:29])([CH3:28])[CH3:27])[CH:23]=[CH:22][C:21]=1[O:30][CH2:31][CH2:32][CH2:33][CH3:34])([C:5]1[CH:10]=[C:9]([C:11]([CH3:14])([CH3:13])[CH3:12])[CH:8]=[CH:7][C:6]=1[O:15][CH2:16][CH2:17][CH2:18][CH3:19])[OH:4].[CH:36](=O)[C:37]1[C:38](=[CH:40][CH:41]=[CH:42][CH:43]=1)[OH:39]. Product: [CH:36](=[N:1][C@H:2]([CH3:35])[C:3]([C:5]1[CH:10]=[C:9]([C:11]([CH3:13])([CH3:12])[CH3:14])[CH:8]=[CH:7][C:6]=1[O:15][CH2:16][CH2:17][CH2:18][CH3:19])([C:20]1[CH:25]=[C:24]([C:26]([CH3:29])([CH3:28])[CH3:27])[CH:23]=[CH:22][C:21]=1[O:30][CH2:31][CH2:32][CH2:33][CH3:34])[OH:4])[C:37]1[C:38](=[CH:40][CH:41]=[CH:42][CH:43]=1)[OH:39]. The catalyst class is: 548. (5) Reactant: [CH3:1][N:2]([CH2:10][C:11]1[S:12][CH:13]=[C:14]([S:16][C:17]2[CH:18]=[N:19][CH:20]=[CH:21][CH:22]=2)[CH:15]=1)[C:3](=[O:9])[O:4][C:5]([CH3:8])([CH3:7])[CH3:6].[Br:23]N1C(=O)CCC1=O.C(=O)([O-])O.[Na+]. Product: [Br:23][C:13]1[S:12][C:11]([CH2:10][N:2]([CH3:1])[C:3](=[O:9])[O:4][C:5]([CH3:8])([CH3:6])[CH3:7])=[CH:15][C:14]=1[S:16][C:17]1[CH:18]=[N:19][CH:20]=[CH:21][CH:22]=1. The catalyst class is: 9. (6) Reactant: [C:1]1([C:7]2([C:14]3[CH:19]=[CH:18][CH:17]=[CH:16][CH:15]=3)[CH2:12][CH2:11][C:10](=[O:13])[CH:9]=[CH:8]2)[CH:6]=[CH:5][CH:4]=[CH:3][CH:2]=1. Product: [C:1]1([C:7]2([C:14]3[CH:19]=[CH:18][CH:17]=[CH:16][CH:15]=3)[CH2:8][CH2:9][C:10](=[O:13])[CH2:11][CH2:12]2)[CH:2]=[CH:3][CH:4]=[CH:5][CH:6]=1. The catalyst class is: 19.